This data is from Full USPTO retrosynthesis dataset with 1.9M reactions from patents (1976-2016). The task is: Predict the reactants needed to synthesize the given product. (1) The reactants are: [NH2:1][C:2]1[C:10]([CH3:11])=[C:9]([O:12][CH3:13])[CH:8]=[CH:7][C:3]=1[C:4]([NH2:6])=[O:5].C(N)(=O)C1C=CC=CC=1.[F:23][C:24]1[CH:25]=[C:26]([CH:30]=[CH:31][CH:32]=1)[C:27](Cl)=O. Given the product [F:23][C:24]1[CH:25]=[C:26]([C:27]2[N:6]=[C:4]([OH:5])[C:3]3[C:2](=[C:10]([CH3:11])[C:9]([O:12][CH3:13])=[CH:8][CH:7]=3)[N:1]=2)[CH:30]=[CH:31][CH:32]=1, predict the reactants needed to synthesize it. (2) Given the product [O:26]=[C:22]1[NH:23][C:24]2[N:25]=[C:16]([O:15][CH2:14][CH2:13][CH2:12][CH2:11][N:2]3[CH2:3][CH2:4][C:5]4[C:10](=[CH:9][CH:8]=[C:7]([C:27]#[N:28])[CH:6]=4)[CH2:1]3)[CH:17]=[CH:18][C:19]=2[CH:20]=[CH:21]1, predict the reactants needed to synthesize it. The reactants are: [CH2:1]1[C:10]2[C:5](=[CH:6][CH:7]=[CH:8][CH:9]=2)[CH2:4][CH2:3][N:2]1[CH2:11][CH2:12][CH2:13][CH2:14][O:15][C:16]1[N:25]=[C:24]2[C:19]([CH:20]=[CH:21][C:22](=[O:26])[NH:23]2)=[CH:18][CH:17]=1.[CH2:27]1C2C(=CC(C#N)=CC=2)CC[NH:28]1. (3) Given the product [Br:1][C:2]1[CH:19]=[C:18]2[C:5]([CH2:6][CH2:7][C:8]3([C:11]42[N:15]=[C:14]([NH2:20])[C:13]([CH3:17])=[N:12]4)[CH2:10][CH2:9]3)=[CH:4][CH:3]=1, predict the reactants needed to synthesize it. The reactants are: [Br:1][C:2]1[CH:19]=[C:18]2[C:5]([CH2:6][CH2:7][C:8]3([C:11]42[NH:15][C:14](=S)[C:13]([CH3:17])=[N:12]4)[CH2:10][CH2:9]3)=[CH:4][CH:3]=1.[NH3:20]. (4) Given the product [CH2:16]([O:18][C:19]([C:21]1([NH:31][C:8](=[O:10])[C:7]2[CH:11]=[CH:12][CH:13]=[C:14]([CH3:15])[C:6]=2[O:5][CH:1]2[CH2:2][CH2:3][CH2:4]2)[CH2:29][C:28]2[C:23](=[CH:24][CH:25]=[C:26]([F:30])[CH:27]=2)[CH2:22]1)=[O:20])[CH3:17], predict the reactants needed to synthesize it. The reactants are: [CH:1]1([O:5][C:6]2[C:14]([CH3:15])=[CH:13][CH:12]=[CH:11][C:7]=2[C:8]([OH:10])=O)[CH2:4][CH2:3][CH2:2]1.[CH2:16]([O:18][C:19]([C:21]1([NH2:31])[CH2:29][C:28]2[C:23](=[CH:24][CH:25]=[C:26]([F:30])[CH:27]=2)[CH2:22]1)=[O:20])[CH3:17].CN(C(ON1N=NC2C=CC=NC1=2)=[N+](C)C)C.F[P-](F)(F)(F)(F)F.CCN(C(C)C)C(C)C. (5) Given the product [Br:1][C:2]1[C:3]([O:11][CH2:12][CH:13]2[CH2:15][CH2:14]2)=[CH:4][CH:5]=[C:6]2[C:7]=1[NH:8][CH:17]=[CH:16]2, predict the reactants needed to synthesize it. The reactants are: [Br:1][C:2]1[C:7]([N+:8]([O-])=O)=[CH:6][CH:5]=[CH:4][C:3]=1[O:11][CH2:12][CH:13]1[CH2:15][CH2:14]1.[CH:16]([Mg]Br)=[CH2:17].[Cl-].[NH4+]. (6) Given the product [CH:5]12[O:8][CH:1]([CH2:7][CH2:6]1)[CH2:2][N:3]([C:9]1[N:10]=[C:11]([C:22]3[CH:27]=[CH:26][C:25]([NH:28][C:29]([NH:31][C:32]4[CH:33]=[CH:34][N:35]=[CH:36][CH:37]=4)=[O:30])=[CH:24][CH:23]=3)[N:12]=[C:13]([N:15]3[CH2:16][CH2:17][CH:18]([NH:53][CH2:52][C:51]([O:50][C:46]([CH3:49])([CH3:48])[CH3:47])=[O:54])[CH2:19][CH2:20]3)[N:14]=1)[CH2:4]2, predict the reactants needed to synthesize it. The reactants are: [CH:1]12[O:8][CH:5]([CH2:6][CH2:7]1)[CH2:4][N:3]([C:9]1[N:14]=[C:13]([N:15]3[CH2:20][CH2:19][C:18](=O)[CH2:17][CH2:16]3)[N:12]=[C:11]([C:22]3[CH:27]=[CH:26][C:25]([NH:28][C:29]([NH:31][C:32]4[CH:37]=[CH:36][N:35]=[CH:34][CH:33]=4)=[O:30])=[CH:24][CH:23]=3)[N:10]=1)[CH2:2]2.C(O)(C(F)(F)F)=O.Cl.[C:46]([O:50][C:51](=[O:54])[CH2:52][NH2:53])([CH3:49])([CH3:48])[CH3:47]. (7) Given the product [O:30]=[C:4]1[C:3](=[CH:2][NH:45][C:42]2[CH:43]=[CH:44][C:39]([NH:38][CH2:37][CH2:36][N:31]3[CH2:35][CH2:34][CH2:33][CH2:32]3)=[CH:40][CH:41]=2)[C:11]2[C:6](=[CH:7][C:8]([C:12]([C:14]3[CH:15]=[C:16]([NH:20][C:21]([C:23]4[N:24]([CH3:29])[N:25]=[C:26]([CH3:28])[CH:27]=4)=[O:22])[CH:17]=[CH:18][CH:19]=3)=[O:13])=[CH:9][CH:10]=2)[NH:5]1, predict the reactants needed to synthesize it. The reactants are: O[CH:2]=[C:3]1[C:11]2[C:6](=[CH:7][C:8]([C:12]([C:14]3[CH:15]=[C:16]([NH:20][C:21]([C:23]4[N:24]([CH3:29])[N:25]=[C:26]([CH3:28])[CH:27]=4)=[O:22])[CH:17]=[CH:18][CH:19]=3)=[O:13])=[CH:9][CH:10]=2)[NH:5][C:4]1=[O:30].[N:31]1([CH2:36][CH2:37][NH:38][C:39]2[CH:44]=[CH:43][C:42]([NH2:45])=[CH:41][CH:40]=2)[CH2:35][CH2:34][CH2:33][CH2:32]1. (8) Given the product [F:21][C:22]1[CH:36]=[CH:35][C:25]2[C:26]([CH:29]3[CH2:30][CH2:31][N:32]([CH2:2][CH2:3][C:4]4[C:9](=[O:10])[N:8]5[CH2:11][CH2:12][CH2:13][CH:14]([OH:15])[C:7]5=[N:6][C:5]=4[CH3:19])[CH2:33][CH2:34]3)=[N:27][O:28][C:24]=2[CH:23]=1, predict the reactants needed to synthesize it. The reactants are: Cl[CH2:2][CH2:3][C:4]1[C:9](=[O:10])[N:8]2[CH2:11][CH2:12][CH2:13][CH:14]([O:15]C(=O)C)[C:7]2=[N:6][C:5]=1[CH3:19].Cl.[F:21][C:22]1[CH:36]=[CH:35][C:25]2[C:26]([CH:29]3[CH2:34][CH2:33][NH:32][CH2:31][CH2:30]3)=[N:27][O:28][C:24]=2[CH:23]=1.CO.CC(NC(C)C)C. (9) Given the product [ClH:21].[NH2:23][C@H:24]1[CH2:29][CH2:28][CH2:27][CH2:26][C@H:25]1[CH2:30][NH:31][CH2:32][CH2:33][OH:34], predict the reactants needed to synthesize it. The reactants are: C([C@@H]1CCCC[C@@H]1NC(=O)OC(C)(C)C)=O.NCCO.[ClH:21].Cl.[NH2:23][C@H:24]1[CH2:29][CH2:28][CH2:27][CH2:26][C@H:25]1[CH2:30][NH:31][CH2:32][CH2:33][OH:34]. (10) The reactants are: Br[C:2]1[N:3]=[CH:4][C:5]([NH:8][C:9](=[O:26])[CH:10]([NH:14][C:15](=[O:25])[CH2:16][C:17]2[CH:22]=[C:21]([F:23])[CH:20]=[C:19]([F:24])[CH:18]=2)[CH2:11][CH2:12][CH3:13])=[N:6][CH:7]=1.[NH:27]1[CH2:32][CH2:31][O:30][CH2:29][CH2:28]1. Given the product [N:27]1([C:2]2[N:3]=[CH:4][C:5]([NH:8][C:9](=[O:26])[CH:10]([NH:14][C:15](=[O:25])[CH2:16][C:17]3[CH:22]=[C:21]([F:23])[CH:20]=[C:19]([F:24])[CH:18]=3)[CH2:11][CH2:12][CH3:13])=[N:6][CH:7]=2)[CH2:32][CH2:31][O:30][CH2:29][CH2:28]1, predict the reactants needed to synthesize it.